This data is from CYP2C19 inhibition data for predicting drug metabolism from PubChem BioAssay. The task is: Regression/Classification. Given a drug SMILES string, predict its absorption, distribution, metabolism, or excretion properties. Task type varies by dataset: regression for continuous measurements (e.g., permeability, clearance, half-life) or binary classification for categorical outcomes (e.g., BBB penetration, CYP inhibition). Dataset: cyp2c19_veith. (1) The molecule is CCn1cc(C(=O)O)c(=O)c2cc(F)c(N3CCNCC3)nc21. The result is 0 (non-inhibitor). (2) The molecule is Cc1cc(C)nc(Nc2n[nH]c(COc3cccc4ccccc34)n2)n1. The result is 0 (non-inhibitor). (3) The molecule is COc1cc([N+](=O)[O-])ccc1NC(=O)CCCOc1cccc(C)c1. The result is 1 (inhibitor). (4) The drug is Fc1ccc(Cn2c(SCc3ccc(F)c(F)c3)nnc2C(F)(F)F)cc1. The result is 1 (inhibitor). (5) The molecule is Cc1ccc(COc2ccc(Br)cc2/C=N/O)cc1. The result is 1 (inhibitor). (6) The drug is COc1cccc(OCC(=O)NC2CCCCC2)c1. The result is 1 (inhibitor). (7) The drug is CCC(Sc1ccc2nnc(-c3ccc(F)cc3)n2n1)C(=O)O. The result is 0 (non-inhibitor).